This data is from Catalyst prediction with 721,799 reactions and 888 catalyst types from USPTO. The task is: Predict which catalyst facilitates the given reaction. (1) Reactant: Br[C:2]1[CH:3]=[C:4]([CH:29]=[C:30]([C:32]([F:35])([F:34])[F:33])[CH:31]=1)[C:5]([NH:7][C:8]1[CH:13]=[CH:12][C:11]([CH3:14])=[C:10]([C:15]2[CH:20]=[C:19]([N:21]3[CH2:26][CH2:25][O:24][CH2:23][CH2:22]3)[C:18](=[O:27])[N:17]([CH3:28])[CH:16]=2)[CH:9]=1)=[O:6].[CH3:36][N:37](C=O)C. Product: [C:36]([C:2]1[CH:3]=[C:4]([CH:29]=[C:30]([C:32]([F:35])([F:34])[F:33])[CH:31]=1)[C:5]([NH:7][C:8]1[CH:13]=[CH:12][C:11]([CH3:14])=[C:10]([C:15]2[CH:20]=[C:19]([N:21]3[CH2:26][CH2:25][O:24][CH2:23][CH2:22]3)[C:18](=[O:27])[N:17]([CH3:28])[CH:16]=2)[CH:9]=1)=[O:6])#[N:37]. The catalyst class is: 267. (2) Reactant: [H-].[Al+3].[Li+].[H-].[H-].[H-].[N:7]([CH2:10][CH2:11][C:12]#[C:13][Si:14]([CH3:17])([CH3:16])[CH3:15])=[N+]=[N-]. Product: [CH3:15][Si:14]([CH3:17])([CH3:16])[C:13]#[C:12][CH2:11][CH2:10][NH2:7]. The catalyst class is: 27. (3) Reactant: CCN=C=NCCCN(C)C.C1C=CC2N(O)N=NC=2C=1.[F:22][C:23]1[C:24](=[O:47])[N:25]2[C:29](=[C:30]([C:44](O)=[O:45])[C:31]=1[NH:32][C:33]1[CH:38]=[CH:37][C:36]([C:39]([F:42])([F:41])[F:40])=[CH:35][C:34]=1[F:43])[CH2:28][CH2:27][CH2:26]2.Cl.[CH:49]1([CH2:52][O:53][NH2:54])[CH2:51][CH2:50]1. Product: [CH:49]1([CH2:52][O:53][NH:54][C:44]([C:30]2[C:31]([NH:32][C:33]3[CH:38]=[CH:37][C:36]([C:39]([F:42])([F:41])[F:40])=[CH:35][C:34]=3[F:43])=[C:23]([F:22])[C:24](=[O:47])[N:25]3[C:29]=2[CH2:28][CH2:27][CH2:26]3)=[O:45])[CH2:51][CH2:50]1. The catalyst class is: 3. (4) Reactant: C([NH:4][C:5]1[CH:10]=[C:9]([C:11]2[CH:16]=[CH:15][C:14]([Cl:17])=[C:13]([O:18][CH3:19])[C:12]=2[F:20])[N:8]=[C:7]([C:21]([O:23][CH3:24])=[O:22])[C:6]=1[Cl:25])(=O)C.Cl.C(=O)([O-])[O-].[K+].[K+]. Product: [NH2:4][C:5]1[CH:10]=[C:9]([C:11]2[CH:16]=[CH:15][C:14]([Cl:17])=[C:13]([O:18][CH3:19])[C:12]=2[F:20])[N:8]=[C:7]([C:21]([O:23][CH3:24])=[O:22])[C:6]=1[Cl:25]. The catalyst class is: 5. (5) Reactant: [F:1][C:2]([F:15])([F:14])[C:3]1[CH:12]=[C:11]2[C:6]([C:7]([SH:13])=[CH:8][CH:9]=[N:10]2)=[CH:5][CH:4]=1.[H-].[Na+].Br[CH2:19][CH2:20][CH2:21][CH2:22][CH2:23][CH2:24][CH2:25][CH2:26][O:27][C:28]1[C:29](=[O:42])[CH:30]=[C:31]([CH2:34][O:35][CH:36]2[CH2:41][CH2:40][CH2:39][CH2:38][O:37]2)[O:32][CH:33]=1. Product: [F:15][C:2]([F:1])([F:14])[C:3]1[CH:12]=[C:11]2[C:6]([C:7]([S:13][CH2:19][CH2:20][CH2:21][CH2:22][CH2:23][CH2:24][CH2:25][CH2:26][O:27][C:28]3[C:29](=[O:42])[CH:30]=[C:31]([CH2:34][O:35][CH:36]4[CH2:41][CH2:40][CH2:39][CH2:38][O:37]4)[O:32][CH:33]=3)=[CH:8][CH:9]=[N:10]2)=[CH:5][CH:4]=1. The catalyst class is: 18. (6) Reactant: Cl[C:2]1[S:3][C:4]2[CH:10]=[C:9]([O:11][CH3:12])[CH:8]=[CH:7][C:5]=2[N:6]=1.Cl.[NH2:14][C@@H:15]1[CH2:20][CH2:19][CH2:18][CH2:17][C@H:16]1[OH:21].CCN(C(C)C)C(C)C. Product: [CH3:12][O:11][C:9]1[CH:8]=[CH:7][C:5]2[N:6]=[C:2]([NH:14][C@@H:15]3[CH2:20][CH2:19][CH2:18][CH2:17][C@H:16]3[OH:21])[S:3][C:4]=2[CH:10]=1. The catalyst class is: 37.